From a dataset of Reaction yield outcomes from USPTO patents with 853,638 reactions. Predict the reaction yield, written as a fraction of the theoretical maximum amount of product (1.0 means a 100% yield; for example, 0.34 means a 34% yield). (1) The reactants are O.[OH-].[Li+].C([O:6][C:7](=[O:32])[CH:8]([O:29][CH2:30][CH3:31])[CH2:9][C:10]1[CH:15]=[CH:14][C:13]([O:16][CH2:17][CH2:18][C:19]2[CH:24]=[CH:23][C:22]([S:25]([CH3:28])(=[O:27])=[O:26])=[CH:21][CH:20]=2)=[CH:12][CH:11]=1)C.Cl. The catalyst is O.O1CCCC1. The product is [CH2:30]([O:29][CH:8]([CH2:9][C:10]1[CH:15]=[CH:14][C:13]([O:16][CH2:17][CH2:18][C:19]2[CH:20]=[CH:21][C:22]([S:25]([CH3:28])(=[O:26])=[O:27])=[CH:23][CH:24]=2)=[CH:12][CH:11]=1)[C:7]([OH:32])=[O:6])[CH3:31]. The yield is 0.860. (2) The reactants are [NH2:1][CH2:2][CH2:3][NH:4][C:5]([C:7]1[S:8][C:9]([N:22]2[CH2:27][CH2:26][O:25][CH2:24][CH2:23]2)=[C:10]([C:20]#[N:21])[C:11]=1[C:12]1[CH:17]=[CH:16][C:15]([Cl:18])=[CH:14][C:13]=1[Cl:19])=O.P(Cl)(Cl)(Cl)=O. The catalyst is C1(C)C=CC=CC=1. The product is [Cl:19][C:13]1[CH:14]=[C:15]([Cl:18])[CH:16]=[CH:17][C:12]=1[C:11]1[C:10]([C:20]#[N:21])=[C:9]([N:22]2[CH2:23][CH2:24][O:25][CH2:26][CH2:27]2)[S:8][C:7]=1[C:5]1[NH:4][CH2:3][CH2:2][N:1]=1. The yield is 0.770. (3) The reactants are [NH2:1][C:2]1[CH:7]=[CH:6][CH:5]=[C:4]([Br:8])[C:3]=1[OH:9].C(=O)(O)[O-].[Na+].[Br:15][CH:16]([CH3:20])[C:17](Cl)=[O:18]. The catalyst is C(OCC)(=O)C.O. The product is [Br:15][CH:16]([CH3:20])[C:17]([NH:1][C:2]1[CH:7]=[CH:6][CH:5]=[C:4]([Br:8])[C:3]=1[OH:9])=[O:18]. The yield is 0.730. (4) The reactants are [Br:1][C:2]1[CH:3]=[C:4]([C:8]([CH3:37])([CH3:36])[CH2:9][C@:10]([OH:35])([C:31]([F:34])([F:33])[F:32])[CH2:11][C:12]#[C:13][C:14]2[C:19]([NH:20]C(=O)C(F)(F)F)=[CH:18][CH:17]=[C:16]([S:27]([CH3:30])(=[O:29])=[O:28])[N:15]=2)[CH:5]=[CH:6][CH:7]=1.CN(C)C(=N)N(C)C. The catalyst is CS(C)=O.C(OCC)(=O)C. The product is [Br:1][C:2]1[CH:3]=[C:4]([C:8]([CH3:37])([CH3:36])[CH2:9][C@:10]([CH2:11][C:12]2[NH:20][C:19]3[C:14](=[N:15][C:16]([S:27]([CH3:30])(=[O:29])=[O:28])=[CH:17][CH:18]=3)[CH:13]=2)([OH:35])[C:31]([F:34])([F:33])[F:32])[CH:5]=[CH:6][CH:7]=1. The yield is 0.610. (5) The reactants are [NH2:1][C:2]1[CH:7]=[C:6]([O:8][C:9]2[C:14]([F:15])=[CH:13][C:12]([NH:16][C:17]([C:19]3[C:20](=[O:32])[N:21]([C:26]4[CH:31]=[CH:30][CH:29]=[CH:28][CH:27]=4)[N:22]([CH3:25])[C:23]=3[CH3:24])=[O:18])=[C:11]([Cl:33])[CH:10]=2)[CH:5]=[CH:4][N:3]=1.CCN(CC)CC.Cl[C:42](OC1C=CC=CC=1)=[O:43].[NH:51]1[CH2:56][CH2:55][O:54][CH2:53][CH2:52]1. The catalyst is C1COCC1. The product is [Cl:33][C:11]1[C:12]([NH:16][C:17]([C:19]2[C:20](=[O:32])[N:21]([C:26]3[CH:27]=[CH:28][CH:29]=[CH:30][CH:31]=3)[N:22]([CH3:25])[C:23]=2[CH3:24])=[O:18])=[CH:13][C:14]([F:15])=[C:9]([CH:10]=1)[O:8][C:6]1[CH:5]=[CH:4][N:3]=[C:2]([NH:1][C:42]([N:51]2[CH2:56][CH2:55][O:54][CH2:53][CH2:52]2)=[O:43])[CH:7]=1. The yield is 0.499. (6) The reactants are [NH2:1][C:2]1[N:10]=[CH:9][N:8]=[C:7]2[C:3]=1[N:4]=[CH:5][N:6]2[C@H:11]1[C@@H:15]2[O:16][C:17]([CH3:20])([CH3:19])[O:18][C@@H:14]2[C@@H:13]([CH2:21][NH:22][CH2:23][CH2:24][CH2:25][NH:26][C:27]([NH:29][C:30]2[CH:35]=[CH:34][C:33]([C:36]([CH3:39])([CH3:38])[CH3:37])=[CH:32][CH:31]=2)=[O:28])[O:12]1.I[CH2:41][CH2:42][OH:43].C([O-])([O-])=O.[K+].[K+]. The product is [NH2:1][C:2]1[N:10]=[CH:9][N:8]=[C:7]2[C:3]=1[N:4]=[CH:5][N:6]2[C@H:11]1[C@@H:15]2[O:16][C:17]([CH3:19])([CH3:20])[O:18][C@@H:14]2[C@@H:13]([CH2:21][N:22]([CH2:41][CH2:42][OH:43])[CH2:23][CH2:24][CH2:25][NH:26][C:27]([NH:29][C:30]2[CH:35]=[CH:34][C:33]([C:36]([CH3:39])([CH3:38])[CH3:37])=[CH:32][CH:31]=2)=[O:28])[O:12]1. The yield is 0.460. The catalyst is CC#N. (7) The reactants are [N:1]12[CH2:8][CH2:7][C:4]([C:9]([C:19]3[CH:24]=[CH:23][C:22]([O:25][CH3:26])=[CH:21][CH:20]=3)([C:11]3[CH:16]=[CH:15][C:14]([O:17][CH3:18])=[CH:13][CH:12]=3)[OH:10])([CH2:5][CH2:6]1)[CH2:3][CH2:2]2.[C:27]1([CH2:33][O:34][CH2:35][CH2:36][Br:37])[CH:32]=[CH:31][CH:30]=[CH:29][CH:28]=1. The product is [Br-:37].[OH:10][C:9]([C:19]1[CH:20]=[CH:21][C:22]([O:25][CH3:26])=[CH:23][CH:24]=1)([C:11]1[CH:16]=[CH:15][C:14]([O:17][CH3:18])=[CH:13][CH:12]=1)[C:4]12[CH2:5][CH2:6][N+:1]([CH2:36][CH2:35][O:34][CH2:33][C:27]3[CH:32]=[CH:31][CH:30]=[CH:29][CH:28]=3)([CH2:2][CH2:3]1)[CH2:8][CH2:7]2. The catalyst is CC#N. The yield is 0.467.